Predict which catalyst facilitates the given reaction. From a dataset of Catalyst prediction with 721,799 reactions and 888 catalyst types from USPTO. (1) Reactant: [C:18]1(P([C:14]2[CH:19]=[CH:18][CH:17]=[CH:16]C=2)[C:18]2[CH:19]=[CH:14]C=[CH:16][CH:17]=2)[CH:19]=[CH:14]C=[CH:16][CH:17]=1.[N+:20]([C:23]1[CH:31]=[CH:30][C:26]([C:27]([OH:29])=[O:28])=[CH:25][CH:24]=1)([O-:22])=[O:21].[N:32]([C:40]([O:42][CH:43]([CH3:45])[CH3:44])=[O:41])=[N:32][C:40]([O:42][CH:43]([CH3:45])[CH3:44])=[O:41].[C:46](=O)([O-])O.[Na+]. Product: [N+:20]([C:23]1[CH:24]=[CH:25][C:26]([C:27]([O:29][CH:19]2[CH2:18][CH:17]([CH2:16][NH:32][C:40]([O:42][C:43]([CH3:45])([CH3:46])[CH3:44])=[O:41])[CH2:14]2)=[O:28])=[CH:30][CH:31]=1)([O-:22])=[O:21]. The catalyst class is: 1. (2) Reactant: [H-].[Na+].[C:3]1([CH2:9][OH:10])[CH:8]=[CH:7][CH:6]=[CH:5][CH:4]=1.[CH2:11]([O:13][C:14](=[O:20])[CH2:15][C:16](=[O:19])[CH2:17]Cl)[CH3:12].O. Product: [CH2:11]([O:13][C:14](=[O:20])[CH2:15][C:16](=[O:19])[CH2:17][O:10][CH2:9][C:3]1[CH:8]=[CH:7][CH:6]=[CH:5][CH:4]=1)[CH3:12]. The catalyst class is: 7. (3) Reactant: [N+:1]([C:4]1[CH:9]=[CH:8][C:7]([CH2:10][OH:11])=[CH:6][CH:5]=1)([O-:3])=[O:2].[CH3:12][S:13](Cl)(=[O:15])=[O:14]. Product: [CH3:12][S:13]([O:11][CH2:10][C:7]1[CH:6]=[CH:5][C:4]([N+:1]([O-:3])=[O:2])=[CH:9][CH:8]=1)(=[O:15])=[O:14]. The catalyst class is: 11. (4) Reactant: Br[C:2]1[CH:7]=[C:6]([CH3:8])[CH:5]=[C:4]([Br:9])[N:3]=1.[NH4+:10].[Cl-]. Product: [Br:9][C:4]1[N:3]=[C:2]([C:2]2[CH:7]=[C:6]([CH3:8])[CH:5]=[CH:4][N:10]=2)[CH:7]=[C:6]([CH3:8])[CH:5]=1. The catalyst class is: 109.